From a dataset of Merck oncology drug combination screen with 23,052 pairs across 39 cell lines. Regression. Given two drug SMILES strings and cell line genomic features, predict the synergy score measuring deviation from expected non-interaction effect. (1) Drug 1: COc1cc(C2c3cc4c(cc3C(OC3OC5COC(C)OC5C(O)C3O)C3COC(=O)C23)OCO4)cc(OC)c1O. Drug 2: C#Cc1cccc(Nc2ncnc3cc(OCCOC)c(OCCOC)cc23)c1. Cell line: MSTO. Synergy scores: synergy=24.4. (2) Synergy scores: synergy=11.5. Drug 1: O=C(CCCCCCC(=O)Nc1ccccc1)NO. Cell line: SKMEL30. Drug 2: NC1(c2ccc(-c3nc4ccn5c(=O)[nH]nc5c4cc3-c3ccccc3)cc2)CCC1. (3) Drug 1: O=C(O)C1(Cc2cccc(Nc3nccs3)n2)CCC(Oc2cccc(Cl)c2F)CC1. Drug 2: COC1=C2CC(C)CC(OC)C(O)C(C)C=C(C)C(OC(N)=O)C(OC)C=CC=C(C)C(=O)NC(=CC1=O)C2=O. Cell line: RKO. Synergy scores: synergy=20.3. (4) Drug 1: CCC1(O)CC2CN(CCc3c([nH]c4ccccc34)C(C(=O)OC)(c3cc4c(cc3OC)N(C)C3C(O)(C(=O)OC)C(OC(C)=O)C5(CC)C=CCN6CCC43C65)C2)C1. Drug 2: CCN(CC)CCNC(=O)c1c(C)[nH]c(C=C2C(=O)Nc3ccc(F)cc32)c1C. Cell line: UWB1289BRCA1. Synergy scores: synergy=2.89. (5) Drug 1: Cn1nnc2c(C(N)=O)ncn2c1=O. Drug 2: Cn1cc(-c2cnn3c(N)c(Br)c(C4CCCNC4)nc23)cn1. Cell line: ZR751. Synergy scores: synergy=-50.2.